Dataset: NCI-60 drug combinations with 297,098 pairs across 59 cell lines. Task: Regression. Given two drug SMILES strings and cell line genomic features, predict the synergy score measuring deviation from expected non-interaction effect. (1) Drug 1: CCCS(=O)(=O)NC1=C(C(=C(C=C1)F)C(=O)C2=CNC3=C2C=C(C=N3)C4=CC=C(C=C4)Cl)F. Drug 2: CC12CCC3C(C1CCC2=O)CC(=C)C4=CC(=O)C=CC34C. Cell line: A498. Synergy scores: CSS=23.0, Synergy_ZIP=-1.22, Synergy_Bliss=0.174, Synergy_Loewe=-5.98, Synergy_HSA=0.324. (2) Drug 1: C1CCC(C1)C(CC#N)N2C=C(C=N2)C3=C4C=CNC4=NC=N3. Drug 2: C(=O)(N)NO. Cell line: TK-10. Synergy scores: CSS=9.10, Synergy_ZIP=-1.73, Synergy_Bliss=1.25, Synergy_Loewe=1.76, Synergy_HSA=1.80. (3) Drug 1: CCCCC(=O)OCC(=O)C1(CC(C2=C(C1)C(=C3C(=C2O)C(=O)C4=C(C3=O)C=CC=C4OC)O)OC5CC(C(C(O5)C)O)NC(=O)C(F)(F)F)O. Drug 2: C1CNP(=O)(OC1)N(CCCl)CCCl. Cell line: BT-549. Synergy scores: CSS=43.1, Synergy_ZIP=-6.47, Synergy_Bliss=-12.1, Synergy_Loewe=-48.5, Synergy_HSA=-11.8. (4) Synergy scores: CSS=7.59, Synergy_ZIP=-1.37, Synergy_Bliss=4.20, Synergy_Loewe=-1.16, Synergy_HSA=3.28. Cell line: NCI/ADR-RES. Drug 1: CN1CCC(CC1)COC2=C(C=C3C(=C2)N=CN=C3NC4=C(C=C(C=C4)Br)F)OC. Drug 2: C1=CC=C(C(=C1)C(C2=CC=C(C=C2)Cl)C(Cl)Cl)Cl. (5) Drug 1: C1=C(C(=O)NC(=O)N1)F. Drug 2: CS(=O)(=O)OCCCCOS(=O)(=O)C. Cell line: A498. Synergy scores: CSS=51.6, Synergy_ZIP=-3.81, Synergy_Bliss=-7.49, Synergy_Loewe=-15.6, Synergy_HSA=-6.28. (6) Drug 1: C1C(C(OC1N2C=C(C(=O)NC2=O)F)CO)O. Drug 2: CC1C(C(CC(O1)OC2CC(CC3=C2C(=C4C(=C3O)C(=O)C5=C(C4=O)C(=CC=C5)OC)O)(C(=O)CO)O)N)O.Cl. Cell line: CAKI-1. Synergy scores: CSS=36.9, Synergy_ZIP=-1.41, Synergy_Bliss=-0.706, Synergy_Loewe=-2.87, Synergy_HSA=1.67. (7) Drug 1: CN1C2=C(C=C(C=C2)N(CCCl)CCCl)N=C1CCCC(=O)O.Cl. Drug 2: C1CNP(=O)(OC1)N(CCCl)CCCl. Cell line: EKVX. Synergy scores: CSS=2.13, Synergy_ZIP=-1.38, Synergy_Bliss=-0.829, Synergy_Loewe=-2.44, Synergy_HSA=-1.50.